This data is from Catalyst prediction with 721,799 reactions and 888 catalyst types from USPTO. The task is: Predict which catalyst facilitates the given reaction. (1) Reactant: Cl.[CH:2]1([C:5]2[N:10]=[C:9]([C:11]3[S:15][C:14]([NH:16]C(=O)C)=[N:13][C:12]=3[CH3:20])[CH:8]=[N:7][CH:6]=2)[CH2:4][CH2:3]1. Product: [CH:2]1([C:5]2[N:10]=[C:9]([C:11]3[S:15][C:14]([NH2:16])=[N:13][C:12]=3[CH3:20])[CH:8]=[N:7][CH:6]=2)[CH2:4][CH2:3]1. The catalyst class is: 8. (2) Reactant: C1(P(C2C=CC=CC=2)C2C=CC=CC=2)C=CC=CC=1.[N:20]([CH2:23][C:24]1[CH:29]=[CH:28][C:27]([F:30])=[CH:26][C:25]=1[I:31])=[N+]=[N-].O. Product: [F:30][C:27]1[CH:28]=[CH:29][C:24]([CH2:23][NH2:20])=[C:25]([I:31])[CH:26]=1. The catalyst class is: 3. (3) Reactant: [NH2:1][C:2]1[N:3]=[C:4]([Cl:28])[C:5]2=[C:6]([N:8]([CH2:21]C3C=CN(C)N=3)[C:9](=[O:20])/[C:10]/2=[CH:11]\[C:12]2[NH:16][CH:15]=[C:14]([C:17](O)=[O:18])[CH:13]=2)[N:7]=1.F[P-](F)(F)(F)(F)F.[N:36]1(O[P+](N(C)C)(N(C)C)N(C)C)[C:40]2C=CC=CC=2N=N1.CC[N:58]([CH:62]([CH3:64])C)[CH:59](C)C.[CH2:65]([N:67]([CH2:71][CH3:72])[CH2:68][CH2:69][NH2:70])[CH3:66].[CH3:73]N(C=O)C. Product: [NH2:1][C:2]1[N:3]=[C:4]([Cl:28])[C:5]2=[C:6]([N:8]([CH2:21][C:64]3[CH:40]=[N:36][N:58]([CH3:59])[CH:62]=3)[C:9](=[O:20])/[C:10]/2=[CH:11]\[C:12]2[NH:16][CH:15]=[C:14]([C:17]([NH:70][CH2:69][CH2:68][N:67]([CH2:71][CH3:72])[CH2:65][CH3:66])=[O:18])[C:13]=2[CH3:73])[N:7]=1. The catalyst class is: 6. (4) Reactant: C(OC([N:8]1[CH2:12][CH:11]([O:13][CH2:14][C:15]2[CH:20]=[CH:19][CH:18]=[CH:17][CH:16]=2)[CH2:10][CH:9]1[CH2:21][CH:22]=[CH2:23])=O)(C)(C)C.FC(F)(F)C(O)=O. The catalyst class is: 2. Product: [CH2:21]([CH:9]1[CH2:10][CH:11]([O:13][CH2:14][C:15]2[CH:20]=[CH:19][CH:18]=[CH:17][CH:16]=2)[CH2:12][NH:8]1)[CH:22]=[CH2:23]. (5) Reactant: C1C=CC(NC2C=CC(N)=CC=2)=CC=1.[OH:15]C1C2N=NNC=2C=CC=1.[CH:25]1([N:31]=[C:32]=[N:33][CH:34]2[CH2:39][CH2:38][CH2:37][CH2:36][CH2:35]2)[CH2:30][CH2:29][CH2:28][CH2:27][CH2:26]1. Product: [C:32]([NH:31][CH:25]1[CH2:26][CH2:27][CH2:28][CH2:29][CH2:30]1)([NH:33][CH:34]1[CH2:39][CH2:38][CH2:37][CH2:36][CH2:35]1)=[O:15]. The catalyst class is: 1.